Dataset: NCI-60 drug combinations with 297,098 pairs across 59 cell lines. Task: Regression. Given two drug SMILES strings and cell line genomic features, predict the synergy score measuring deviation from expected non-interaction effect. (1) Drug 1: CC(CN1CC(=O)NC(=O)C1)N2CC(=O)NC(=O)C2. Drug 2: CN1C2=C(C=C(C=C2)N(CCCl)CCCl)N=C1CCCC(=O)O.Cl. Cell line: SK-OV-3. Synergy scores: CSS=13.7, Synergy_ZIP=-1.48, Synergy_Bliss=2.44, Synergy_Loewe=0.538, Synergy_HSA=2.73. (2) Drug 1: C1CC(C1)(C(=O)O)C(=O)O.[NH2-].[NH2-].[Pt+2]. Drug 2: CC1=C2C(C(=O)C3(C(CC4C(C3C(C(C2(C)C)(CC1OC(=O)C(C(C5=CC=CC=C5)NC(=O)OC(C)(C)C)O)O)OC(=O)C6=CC=CC=C6)(CO4)OC(=O)C)O)C)O. Cell line: OVCAR-4. Synergy scores: CSS=-3.71, Synergy_ZIP=2.25, Synergy_Bliss=1.80, Synergy_Loewe=-3.44, Synergy_HSA=-3.12. (3) Drug 1: CC1=C(C=C(C=C1)NC2=NC=CC(=N2)N(C)C3=CC4=NN(C(=C4C=C3)C)C)S(=O)(=O)N.Cl. Synergy scores: CSS=1.84, Synergy_ZIP=-0.0759, Synergy_Bliss=0.844, Synergy_Loewe=-4.50, Synergy_HSA=-0.853. Cell line: SNB-19. Drug 2: CN1CCC(CC1)COC2=C(C=C3C(=C2)N=CN=C3NC4=C(C=C(C=C4)Br)F)OC. (4) Drug 1: CCCCCOC(=O)NC1=NC(=O)N(C=C1F)C2C(C(C(O2)C)O)O. Drug 2: C1=NC(=NC(=O)N1C2C(C(C(O2)CO)O)O)N. Cell line: MDA-MB-435. Synergy scores: CSS=-1.51, Synergy_ZIP=-8.50, Synergy_Bliss=-14.2, Synergy_Loewe=-45.0, Synergy_HSA=-17.3. (5) Drug 1: C1CN1C2=NC(=NC(=N2)N3CC3)N4CC4. Drug 2: CCC1(CC2CC(C3=C(CCN(C2)C1)C4=CC=CC=C4N3)(C5=C(C=C6C(=C5)C78CCN9C7C(C=CC9)(C(C(C8N6C)(C(=O)OC)O)OC(=O)C)CC)OC)C(=O)OC)O.OS(=O)(=O)O. Cell line: SF-539. Synergy scores: CSS=22.5, Synergy_ZIP=0.0295, Synergy_Bliss=-0.973, Synergy_Loewe=-3.78, Synergy_HSA=-3.36. (6) Drug 1: CC1=C2C(C(=O)C3(C(CC4C(C3C(C(C2(C)C)(CC1OC(=O)C(C(C5=CC=CC=C5)NC(=O)OC(C)(C)C)O)O)OC(=O)C6=CC=CC=C6)(CO4)OC(=O)C)OC)C)OC. Drug 2: CCC(=C(C1=CC=CC=C1)C2=CC=C(C=C2)OCCN(C)C)C3=CC=CC=C3.C(C(=O)O)C(CC(=O)O)(C(=O)O)O. Cell line: U251. Synergy scores: CSS=61.9, Synergy_ZIP=13.6, Synergy_Bliss=13.5, Synergy_Loewe=-21.6, Synergy_HSA=13.4. (7) Drug 1: C1CCC(CC1)NC(=O)N(CCCl)N=O. Drug 2: N.N.Cl[Pt+2]Cl. Cell line: CCRF-CEM. Synergy scores: CSS=26.2, Synergy_ZIP=-6.83, Synergy_Bliss=-6.25, Synergy_Loewe=-5.71, Synergy_HSA=-5.32. (8) Drug 1: CCC1(C2=C(COC1=O)C(=O)N3CC4=CC5=C(C=CC(=C5CN(C)C)O)N=C4C3=C2)O.Cl. Drug 2: C1C(C(OC1N2C=NC(=NC2=O)N)CO)O. Cell line: NCI-H226. Synergy scores: CSS=11.3, Synergy_ZIP=-2.16, Synergy_Bliss=-0.951, Synergy_Loewe=-11.5, Synergy_HSA=-0.515.